This data is from Reaction yield outcomes from USPTO patents with 853,638 reactions. The task is: Predict the reaction yield, written as a fraction of the theoretical maximum amount of product (1.0 means a 100% yield; for example, 0.34 means a 34% yield). (1) The reactants are O[C:2]1[C:11]2[C:6](=[C:7]([CH3:12])[CH:8]=[CH:9][CH:10]=2)[N:5]=[C:4]([C:13]([O:15][CH2:16][CH3:17])=[O:14])[N:3]=1.O=P(Cl)(Cl)[Cl:20]. The catalyst is CN(C=O)C. The product is [Cl:20][C:2]1[C:11]2[C:6](=[C:7]([CH3:12])[CH:8]=[CH:9][CH:10]=2)[N:5]=[C:4]([C:13]([O:15][CH2:16][CH3:17])=[O:14])[N:3]=1. The yield is 0.900. (2) The reactants are [CH3:1][C:2]1[CH:8]=[C:7](I)[CH:6]=[CH:5][C:3]=1[NH2:4].I[C:11]([F:17])([F:16])[C:12]([F:15])([F:14])[F:13]. The catalyst is [Cu].CS(C)=O. The product is [CH3:1][C:2]1[CH:8]=[C:7]([C:11]([F:17])([F:16])[C:12]([F:15])([F:14])[F:13])[CH:6]=[CH:5][C:3]=1[NH2:4]. The yield is 0.870. (3) The reactants are [Cl:1][C:2]1[CH:7]=[C:6]([Cl:8])[CH:5]=[CH:4][C:3]=1[C:9]1[N:10]=[C:11](/[CH:16]=[CH:17]/[C:18]2[CH:23]=[CH:22][C:21]([C:24]3[CH:29]=[CH:28][C:27]([OH:30])=[CH:26][CH:25]=3)=[CH:20][CH:19]=2)[N:12]([CH2:14][CH3:15])[CH:13]=1.Br[CH2:32][C:33]1[CH:42]=[CH:41][C:36]([C:37]([O:39]C)=[O:38])=[CH:35][CH:34]=1. No catalyst specified. The product is [Cl:1][C:2]1[CH:7]=[C:6]([Cl:8])[CH:5]=[CH:4][C:3]=1[C:9]1[N:10]=[C:11](/[CH:16]=[CH:17]/[C:18]2[CH:23]=[CH:22][C:21]([C:24]3[CH:25]=[CH:26][C:27]([O:30][CH2:32][C:33]4[CH:42]=[CH:41][C:36]([C:37]([OH:39])=[O:38])=[CH:35][CH:34]=4)=[CH:28][CH:29]=3)=[CH:20][CH:19]=2)[N:12]([CH2:14][CH3:15])[CH:13]=1. The yield is 0.540. (4) The reactants are [CH:1]1[C:10]2[C:5](=[CH:6][CH:7]=[CH:8][CH:9]=2)[CH:4]=[C:3]([C:11]2[NH:15][C:14]3[CH:16]=[CH:17][CH:18]=[C:19]([C:20](O)=[O:21])[C:13]=3[N:12]=2)[N:2]=1.CN(C(ON1N=NC2C=CC=CC1=2)=[N+](C)C)C.F[P-](F)(F)(F)(F)F.Cl.[NH2:48][CH:49]([CH2:58][C:59]1[CH:64]=[C:63]([F:65])[CH:62]=[C:61]([F:66])[CH:60]=1)[C:50]([NH:52][C:53]1[NH:54][CH:55]=[CH:56][N:57]=1)=[O:51]. No catalyst specified. The product is [F:65][C:63]1[CH:64]=[C:59]([CH2:58][CH:49]([NH:48][C:20]([C:19]2[C:13]3[N:12]=[C:11]([C:3]4[N:2]=[CH:1][C:10]5[C:5]([CH:4]=4)=[CH:6][CH:7]=[CH:8][CH:9]=5)[NH:15][C:14]=3[CH:16]=[CH:17][CH:18]=2)=[O:21])[C:50](=[O:51])[NH:52][C:53]2[NH:54][CH:55]=[CH:56][N:57]=2)[CH:60]=[C:61]([F:66])[CH:62]=1. The yield is 0.220. (5) The reactants are [Cl:1][C:2]1[CH:3]=[C:4]([NH2:20])[CH:5]=[C:6]([Cl:19])[C:7]=1[S:8][C:9]1[CH:18]=[CH:17][C:16]2[C:11](=[CH:12][CH:13]=[CH:14][CH:15]=2)[CH:10]=1.N1C=CC=CC=1.[Cl:27][C:28]1[N:33]=[CH:32][C:31]([S:34](Cl)(=[O:36])=[O:35])=[CH:30][CH:29]=1. The catalyst is C1COCC1. The product is [Cl:19][C:6]1[CH:5]=[C:4]([NH:20][S:34]([C:31]2[CH:32]=[N:33][C:28]([Cl:27])=[CH:29][CH:30]=2)(=[O:36])=[O:35])[CH:3]=[C:2]([Cl:1])[C:7]=1[S:8][C:9]1[CH:18]=[CH:17][C:16]2[C:11](=[CH:12][CH:13]=[CH:14][CH:15]=2)[CH:10]=1. The yield is 0.560. (6) The reactants are [CH3:1][C:2]1[CH:7]=[CH:6][CH:5]=[C:4]([CH3:8])[C:3]=1Cl.P.C([O-])([O-])=O.[Cs+].[Cs+].[CH3:17][C:18]([CH3:20])=[O:19]. The catalyst is C(Cl)C=CC1C=CC=CC=1.[Pd]. The product is [CH3:1][C:2]1[CH:7]=[CH:6][CH:5]=[C:4]([CH3:8])[C:3]=1[CH2:17][C:18](=[O:19])[CH3:20]. The yield is 0.840. (7) The reactants are [CH3:1][O:2][C:3]1[CH:4]=[C:5]([C:11]2([CH:14]=O)[CH2:13][CH2:12]2)[CH:6]=[CH:7][C:8]=1[O:9][CH3:10].[CH2:16]([NH2:23])[C:17]1[CH:22]=[CH:21][CH:20]=[CH:19][CH:18]=1.S([O-])([O-])(=O)=O.[Na+].[Na+].[I-].[Na+].C[Si](Cl)(C)C.[CH:38]([C:40]([CH3:42])=[O:41])=[CH2:39]. The catalyst is ClCCl.CN(C=O)C. The product is [CH2:16]([N:23]1[C@@H:14]2[C@@:11]([C:5]3[CH:6]=[CH:7][C:8]([O:9][CH3:10])=[C:3]([O:2][CH3:1])[CH:4]=3)([CH2:39][CH2:38][C:40](=[O:41])[CH2:42]2)[CH2:12][CH2:13]1)[C:17]1[CH:22]=[CH:21][CH:20]=[CH:19][CH:18]=1. The yield is 0.530. (8) The reactants are [NH2:1][CH2:2][C@H:3]([OH:15])[CH2:4][N:5]1[CH2:14][CH2:13][C:12]2[C:7](=[CH:8][CH:9]=[CH:10][CH:11]=2)[CH2:6]1.[C:16](O)(=[O:23])[C:17]1[CH:22]=[CH:21][CH:20]=[CH:19][CH:18]=1.CN(C(ON1N=NC2C=CC=NC1=2)=[N+](C)C)C.F[P-](F)(F)(F)(F)F. The catalyst is C(Cl)Cl.O. The product is [CH2:6]1[C:7]2[C:12](=[CH:11][CH:10]=[CH:9][CH:8]=2)[CH2:13][CH2:14][N:5]1[CH2:4][C@@H:3]([OH:15])[CH2:2][NH:1][C:16](=[O:23])[C:17]1[CH:22]=[CH:21][CH:20]=[CH:19][CH:18]=1. The yield is 0.180. (9) The reactants are [C:1]([O:5][C:6]([N:8]1[CH2:12][CH2:11][CH2:10][CH:9]1[C:13]([N:15]1[CH2:19][CH2:18][C@@H:17](O)[CH2:16]1)=[O:14])=[O:7])([CH3:4])([CH3:3])[CH3:2].CCN(S(F)(F)[F:27])CC. The catalyst is ClCCl.CO. The product is [C:1]([O:5][C:6]([N:8]1[CH2:12][CH2:11][CH2:10][C@H:9]1[C:13]([N:15]1[CH2:19][CH2:18][C@@H:17]([F:27])[CH2:16]1)=[O:14])=[O:7])([CH3:4])([CH3:3])[CH3:2]. The yield is 0.870. (10) The reactants are [NH2:1][C:2]1[CH:9]=[CH:8][CH:7]=[CH:6][C:3]=1[CH2:4]O.[BrH:10].[C:11]1([P:17]([C:24]2[CH:29]=[CH:28][CH:27]=[CH:26][CH:25]=2)[C:18]2[CH:23]=[CH:22][CH:21]=[CH:20][CH:19]=2)[CH:16]=[CH:15][CH:14]=[CH:13][CH:12]=1. The yield is 0.880. The catalyst is C(#N)C. The product is [Br-:10].[C:24]1([P+:17]([C:11]2[CH:12]=[CH:13][CH:14]=[CH:15][CH:16]=2)([C:18]2[CH:23]=[CH:22][CH:21]=[CH:20][CH:19]=2)[CH2:4][C:3]2[CH:6]=[CH:7][CH:8]=[CH:9][C:2]=2[NH2:1])[CH:25]=[CH:26][CH:27]=[CH:28][CH:29]=1.